From a dataset of Full USPTO retrosynthesis dataset with 1.9M reactions from patents (1976-2016). Predict the reactants needed to synthesize the given product. (1) Given the product [P:15]([O:17][C:18]1[CH:19]=[CH:20][C:21]([N+:24]([O-:26])=[O:25])=[CH:22][CH:23]=1)([OH:28])([OH:27])=[O:16], predict the reactants needed to synthesize it. The reactants are: C1N(CCS(O)(=O)=O)CCOC1.[OH-].[K+].[P:15]([O-:28])([O-:27])([O:17][C:18]1[CH:23]=[CH:22][C:21]([N+:24]([O-:26])=[O:25])=[CH:20][CH:19]=1)=[O:16].[OH-].[K+]. (2) Given the product [ClH:7].[Cl:7][C:8]1[CH:9]=[CH:10][C:11]([CH:17]([O:24][CH3:25])[C:18]2[CH:19]=[CH:20][CH:21]=[CH:22][CH:23]=2)=[C:12]([CH:16]=1)[CH2:13][NH2:15], predict the reactants needed to synthesize it. The reactants are: [H-].[H-].[H-].[H-].[Li+].[Al+3].[Cl:7][C:8]1[CH:9]=[CH:10][C:11]([CH:17]([O:24][CH3:25])[C:18]2[CH:23]=[CH:22][CH:21]=[CH:20][CH:19]=2)=[C:12]([CH:16]=1)[C:13]([NH2:15])=O. (3) Given the product [Cl:2][C:3]1[CH:4]=[C:5]([C:10]2([C:26]([F:27])([F:29])[F:28])[O:14][CH:13]=[C:12]([C:15]3[CH:20]=[CH:19][C:18]([C:21]4([F:25])[CH2:22][N:23]([C:35](=[O:37])[CH2:34][S:31]([CH3:30])(=[O:33])=[O:32])[CH2:24]4)=[CH:17][CH:16]=3)[CH2:11]2)[CH:6]=[C:7]([Cl:9])[C:8]=1[Cl:1], predict the reactants needed to synthesize it. The reactants are: [ClH:1].[Cl:2][C:3]1[CH:4]=[C:5]([C:10]2([C:26]([F:29])([F:28])[F:27])[O:14][CH:13]=[C:12]([C:15]3[CH:20]=[CH:19][C:18]([C:21]4([F:25])[CH2:24][NH:23][CH2:22]4)=[CH:17][CH:16]=3)[CH2:11]2)[CH:6]=[C:7]([Cl:9])[CH:8]=1.[CH3:30][S:31]([CH2:34][C:35]([OH:37])=O)(=[O:33])=[O:32].